This data is from Forward reaction prediction with 1.9M reactions from USPTO patents (1976-2016). The task is: Predict the product of the given reaction. (1) Given the reactants Cl[C:2]1[CH:7]=[CH:6][C:5]([C:8]([F:11])([F:10])[F:9])=[CH:4][N:3]=1.[O:12]1[C:16]2[CH:17]=[CH:18][CH:19]=[CH:20][C:15]=2[CH:14]=[C:13]1B(O)O.C1(C)C=CC=CC=1.C(=O)([O-])[O-].[Na+].[Na+], predict the reaction product. The product is: [F:9][C:8]([F:11])([F:10])[C:5]1[CH:6]=[CH:7][C:2]([C:13]2[O:12][C:16]3[CH:17]=[CH:18][CH:19]=[CH:20][C:15]=3[CH:14]=2)=[N:3][CH:4]=1. (2) Given the reactants [Cl:1][C:2]1[CH:7]=[CH:6][C:5]([C:8](=[O:10])[CH3:9])=[CH:4][CH:3]=1, predict the reaction product. The product is: [Cl:1][C:2]1[CH:7]=[CH:6][C:5]([CH:8]([OH:10])[CH3:9])=[CH:4][CH:3]=1. (3) Given the reactants C[O-].[Na+].[CH3:4][O:5][C:6](=[O:9])[CH2:7][SH:8].Cl[CH2:11][C:12](=[O:14])[CH3:13].O, predict the reaction product. The product is: [CH3:4][O:5][C:6](=[O:9])[CH2:7][S:8][CH2:11][C:12](=[O:14])[CH3:13]. (4) Given the reactants [CH3:1][O:2][C:3](=[O:11])[C:4]1[CH:9]=[CH:8][C:7](I)=[CH:6][CH:5]=1.[CH2:12]([OH:15])[CH:13]=[CH2:14], predict the reaction product. The product is: [CH3:1][O:2][C:3](=[O:11])[C:4]1[CH:9]=[CH:8][C:7]([CH2:14][CH2:13][CH:12]=[O:15])=[CH:6][CH:5]=1. (5) Given the reactants [CH3:1][C:2]1[C:3]2[N:4]([C:18]([C:21]#[C:22][Si](C)(C)C)=[CH:19][N:20]=2)[CH:5]=[C:6]([C:8]2[CH:13]=[CH:12][C:11]([C:14]([F:17])([F:16])[F:15])=[CH:10][CH:9]=2)[CH:7]=1.C([O-])([O-])=O.[K+].[K+], predict the reaction product. The product is: [C:21]([C:18]1[N:4]2[CH:5]=[C:6]([C:8]3[CH:13]=[CH:12][C:11]([C:14]([F:16])([F:17])[F:15])=[CH:10][CH:9]=3)[CH:7]=[C:2]([CH3:1])[C:3]2=[N:20][CH:19]=1)#[CH:22]. (6) Given the reactants I[C:2]1[CH:3]=[C:4]([CH:26]=[CH:27][C:28]=1[CH3:29])[C:5]([NH:7][C:8]1[CH:13]=[CH:12][C:11]([CH2:14][N:15]2[CH2:20][CH2:19][N:18]([CH3:21])[CH2:17][CH2:16]2)=[C:10]([C:22]([F:25])([F:24])[F:23])[CH:9]=1)=[O:6].N#N.C(N(CC)C(C)C)(C)C.[CH3:41][Si:42]([C:45]#[CH:46])([CH3:44])[CH3:43], predict the reaction product. The product is: [CH3:29][C:28]1[CH:27]=[CH:26][C:4]([C:5]([NH:7][C:8]2[CH:13]=[CH:12][C:11]([CH2:14][N:15]3[CH2:20][CH2:19][N:18]([CH3:21])[CH2:17][CH2:16]3)=[C:10]([C:22]([F:23])([F:25])[F:24])[CH:9]=2)=[O:6])=[CH:3][C:2]=1[C:46]#[C:45][Si:42]([CH3:44])([CH3:43])[CH3:41]. (7) Given the reactants [CH2:1]([N:3]1[C:7]([OH:8])=[CH:6][C:5]([C:9]([F:12])([F:11])[F:10])=[N:4]1)[CH3:2].CCN(C(C)C)C(C)C.[F:22][C:23]([F:36])([F:35])[S:24](O[S:24]([C:23]([F:36])([F:35])[F:22])(=[O:26])=[O:25])(=[O:26])=[O:25].[Cl-].[NH4+], predict the reaction product. The product is: [F:22][C:23]([F:36])([F:35])[S:24]([O:8][C:7]1[N:3]([CH2:1][CH3:2])[N:4]=[C:5]([C:9]([F:10])([F:12])[F:11])[CH:6]=1)(=[O:26])=[O:25].